From a dataset of Forward reaction prediction with 1.9M reactions from USPTO patents (1976-2016). Predict the product of the given reaction. (1) Given the reactants Br[C:2]1[CH:3]=[N:4][CH:5]=[C:6]([Br:8])[CH:7]=1.[CH2:9]([OH:11])[CH3:10], predict the reaction product. The product is: [Br:8][C:6]1[CH:5]=[N:4][CH:3]=[C:2]([O:11][CH2:9][CH3:10])[CH:7]=1. (2) Given the reactants [CH2:1]1[C:9]2[C:4](=[CH:5][CH:6]=[CH:7][CH:8]=2)[CH2:3][NH:2]1.[N:10]([C:13]1[CH:22]=[CH:21][C:16]([C:17]([O:19][CH3:20])=[O:18])=[CH:15][CH:14]=1)=[C:11]=[O:12], predict the reaction product. The product is: [CH2:1]1[C:9]2[C:4](=[CH:5][CH:6]=[CH:7][CH:8]=2)[CH2:3][N:2]1[C:11]([NH:10][C:13]1[CH:22]=[CH:21][C:16]([C:17]([O:19][CH3:20])=[O:18])=[CH:15][CH:14]=1)=[O:12]. (3) Given the reactants [CH3:1][O:2][C:3]1[CH:8]=[CH:7][C:6]([C:9]#[CH:10])=[CH:5][CH:4]=1.[CH3:11][C:12]1[CH:17]=[CH:16][C:15]([N:18]=[N+:19]=[N-:20])=[CH:14][CH:13]=1.IN1CCOCC1.[C:28]1(B(O)O)[CH:33]=[CH:32][CH:31]=[CH:30][CH:29]=1, predict the reaction product. The product is: [CH3:1][O:2][C:3]1[CH:8]=[CH:7][C:6]([C:9]2[N:20]=[N:19][N:18]([C:15]3[CH:16]=[CH:17][C:12]([CH3:11])=[CH:13][CH:14]=3)[C:10]=2[C:28]2[CH:33]=[CH:32][CH:31]=[CH:30][CH:29]=2)=[CH:5][CH:4]=1. (4) Given the reactants [CH3:1][O:2][C:3]1[CH:8]=[CH:7][CH:6]=[CH:5][C:4]=1[C:9]1[N:17]2[C:12]([CH:13]=[N:14][C:15](O)=[N:16]2)=[CH:11][CH:10]=1.[NH2:19][C:20]1[CH:21]=[CH:22][C:23]2[N:27]=[C:26]([CH2:28][OH:29])[NH:25][C:24]=2[CH:30]=1.C1(N)C(F)=C(F)C(F)=C(N)C=1F.Cl.Cl, predict the reaction product. The product is: [CH3:1][O:2][C:3]1[CH:8]=[CH:7][CH:6]=[CH:5][C:4]=1[C:9]1[N:17]2[C:12]([CH:13]=[N:14][C:15]([NH:19][C:20]3[CH:21]=[CH:22][C:23]4[N:27]=[C:26]([CH2:28][OH:29])[NH:25][C:24]=4[CH:30]=3)=[N:16]2)=[CH:11][CH:10]=1.